Dataset: Full USPTO retrosynthesis dataset with 1.9M reactions from patents (1976-2016). Task: Predict the reactants needed to synthesize the given product. (1) Given the product [NH:13]1[C:1]([C:3]2[CH:4]=[C:5]([CH:10]=[CH:11][CH:12]=2)[C:6]([O:8][CH3:9])=[O:7])=[N:2][N:15]=[N:14]1, predict the reactants needed to synthesize it. The reactants are: [C:1]([C:3]1[CH:4]=[C:5]([CH:10]=[CH:11][CH:12]=1)[C:6]([O:8][CH3:9])=[O:7])#[N:2].[N-:13]=[N+:14]=[N-:15].[Na+].Cl.C(N(CC)CC)C. (2) Given the product [C:8]([C:4]1[CH:3]=[C:2]([O:18][C:14]2[CH:13]=[C:12]([CH:17]=[CH:16][CH:15]=2)[NH2:11])[CH:7]=[CH:6][N:5]=1)(=[O:9])[NH2:10], predict the reactants needed to synthesize it. The reactants are: Cl[C:2]1[CH:7]=[CH:6][N:5]=[C:4]([C:8]([NH2:10])=[O:9])[CH:3]=1.[NH2:11][C:12]1[CH:13]=[C:14]([OH:18])[CH:15]=[CH:16][CH:17]=1.